From a dataset of Forward reaction prediction with 1.9M reactions from USPTO patents (1976-2016). Predict the product of the given reaction. (1) Given the reactants [Cl:1][C:2]1[CH:7]=[CH:6][CH:5]=[CH:4][C:3]=1[C@H:8]([O:10][C:11]1[CH:15]=[C:14]([NH:16][C:17]2[CH:22]=[CH:21][C:20]([O:23][C:24]([F:27])([F:26])[F:25])=[CH:19][C:18]=2[N+:28]([O-])=O)[S:13][C:12]=1[C:31]([O:33][CH3:34])=[O:32])[CH3:9], predict the reaction product. The product is: [NH2:28][C:18]1[CH:19]=[C:20]([O:23][C:24]([F:27])([F:26])[F:25])[CH:21]=[CH:22][C:17]=1[NH:16][C:14]1[S:13][C:12]([C:31]([O:33][CH3:34])=[O:32])=[C:11]([O:10][C@@H:8]([C:3]2[CH:4]=[CH:5][CH:6]=[CH:7][C:2]=2[Cl:1])[CH3:9])[CH:15]=1. (2) Given the reactants Cl.[NH2:2][C:3]1[N:11]=[C:10]([O:12][CH2:13][CH2:14][CH2:15][CH3:16])[N:9]=[C:8]2[C:4]=1[NH:5][C:6](=[O:26])[N:7]2[CH2:17][C:18]1[CH:23]=[CH:22][C:21]([CH2:24]Cl)=[CH:20][CH:19]=1.CC(OC([NH:34][CH:35]1[CH2:40][CH2:39][NH:38][CH2:37][CH2:36]1)=O)(C)C.C(N(C(C)C)CC)(C)C.Cl.CO, predict the reaction product. The product is: [NH2:2][C:3]1[N:11]=[C:10]([O:12][CH2:13][CH2:14][CH2:15][CH3:16])[N:9]=[C:8]2[C:4]=1[NH:5][C:6](=[O:26])[N:7]2[CH2:17][C:18]1[CH:23]=[CH:22][C:21]([CH2:24][N:38]2[CH2:39][CH2:40][CH:35]([NH2:34])[CH2:36][CH2:37]2)=[CH:20][CH:19]=1.